Task: Predict the product of the given reaction.. Dataset: Forward reaction prediction with 1.9M reactions from USPTO patents (1976-2016) (1) Given the reactants [Br:1][C:2]1[CH:3]=[C:4]([NH:8][S:9]([C:12]2[CH:17]=[CH:16][C:15]([O:18]C)=[CH:14][C:13]=2[F:20])(=[O:11])=[O:10])[CH:5]=[N:6][CH:7]=1.B(Br)(Br)Br.CO, predict the reaction product. The product is: [Br:1][C:2]1[CH:3]=[C:4]([NH:8][S:9]([C:12]2[CH:17]=[CH:16][C:15]([OH:18])=[CH:14][C:13]=2[F:20])(=[O:10])=[O:11])[CH:5]=[N:6][CH:7]=1. (2) Given the reactants CC(C)([O-])C.[K+].[CH2:7]([O:14][C:15]1[CH:20]=[CH:19][CH:18]=[CH:17][C:16]=1[OH:21])[C:8]1[CH:13]=[CH:12][CH:11]=[CH:10][CH:9]=1.[CH2:22]([O:24][C:25](=[O:30])[CH:26]=[C:27](Cl)[CH3:28])[CH3:23], predict the reaction product. The product is: [CH2:22]([O:24][C:25](=[O:30])/[CH:26]=[C:27](/[O:21][C:16]1[CH:17]=[CH:18][CH:19]=[CH:20][C:15]=1[O:14][CH2:7][C:8]1[CH:9]=[CH:10][CH:11]=[CH:12][CH:13]=1)\[CH3:28])[CH3:23].